This data is from Full USPTO retrosynthesis dataset with 1.9M reactions from patents (1976-2016). The task is: Predict the reactants needed to synthesize the given product. (1) Given the product [C:33]([C:25]1[CH:24]=[CH:23][C:22]2[NH:21][C:20](=[O:19])[C:29]3[NH:30][CH:31]=[CH:32][C:28]=3[C:27]=2[CH:26]=1)#[CH:34].[CH2:39]([C:41]([O-:43])=[O:42])[CH3:40], predict the reactants needed to synthesize it. The reactants are: [F-].C([N+](CCCC)(CCCC)CCCC)CCC.[O:19]=[C:20]1[C:29]2[NH:30][CH:31]=[CH:32][C:28]=2[C:27]2[CH:26]=[C:25]([C:33]#[C:34][Si](C)(C)C)[CH:24]=[CH:23][C:22]=2[NH:21]1.[CH2:39]([C:41]([O-:43])=[O:42])[CH3:40]. (2) Given the product [CH3:25][C:21]1[CH:20]=[CH:19][CH:18]=[C:17]2[C:22]=1[C:23](=[O:24])[N:14]([CH:2]([O:47][C:48]1[CH:49]=[CH:50][CH:51]=[CH:52][CH:53]=1)[C:3]([NH2:5])=[O:4])[C:15]([CH:26]([NH:28][C:29]1[N:37]=[CH:36][N:35]=[C:34]3[C:30]=1[N:31]=[CH:32][NH:33]3)[CH3:27])=[N:16]2, predict the reactants needed to synthesize it. The reactants are: Br[CH2:2][C:3]([NH2:5])=[O:4].COC1C=C([N:14]2[C:23](=[O:24])[C:22]3[C:17](=[CH:18][CH:19]=[CH:20][C:21]=3[CH3:25])[N:16]=[C:15]2[CH:26]([NH:28][C:29]2[N:37]=[CH:36][N:35]=[C:34]3[C:30]=2[N:31]=[CH:32][N:33]3COCC[Si](C)(C)C)[CH3:27])C=CC=1.Cl.[OH:47][C:48]1[CH:49]=[C:50](N2C(=O)C3C(=CC=CC=3C)N=C2C(NC2N=CN=C3C=2N=CN3)C)[CH:51]=[CH:52][CH:53]=1. (3) The reactants are: [CH3:1][C@@H:2]1[N:7]([C:8]([O:10][C:11]([CH3:14])([CH3:13])[CH3:12])=[O:9])[C@H:6]([C:15]([O:17]C)=[O:16])[CH2:5][CH2:4][CH2:3]1.[Li+].[OH-].O.Cl. Given the product [C:11]([O:10][C:8]([N:7]1[C@@H:2]([CH3:1])[CH2:3][CH2:4][CH2:5][C@H:6]1[C:15]([OH:17])=[O:16])=[O:9])([CH3:12])([CH3:13])[CH3:14], predict the reactants needed to synthesize it. (4) Given the product [CH:57]1([C@H:46]2[C@H:45]([CH3:60])[C@@H:44]([NH:43][C:36]3[CH:41]=[CH:40][C:39]([F:42])=[CH:38][CH:37]=3)[C:53]3[C:48](=[CH:49][CH:50]=[CH:51][CH:52]=3)[N:47]2[C:54](=[O:56])[CH3:55])[CH2:58][CH2:59]1, predict the reactants needed to synthesize it. The reactants are: CN(C1C(C2C(P(C3CCCCC3)C3CCCCC3)=CC=CC=2)=CC=CC=1)C.CC(C)([O-])C.[Na+].Br[C:36]1[CH:41]=[CH:40][C:39]([F:42])=[CH:38][CH:37]=1.[NH2:43][C@H:44]1[C:53]2[C:48](=[CH:49][CH:50]=[CH:51][CH:52]=2)[N:47]([C:54](=[O:56])[CH3:55])[C@@H:46]([CH:57]2[CH2:59][CH2:58]2)[C@@H:45]1[CH3:60].